Task: Predict the product of the given reaction.. Dataset: Forward reaction prediction with 1.9M reactions from USPTO patents (1976-2016) Given the reactants COC[N:4]1[C:12]2[C:7](=[CH:8][CH:9]=[CH:10][C:11]=2[NH:13][S:14]([C:17]2[S:18][CH:19]=[CH:20][CH:21]=2)(=[O:16])=[O:15])[CH:6]=[C:5]1[C:22]([NH2:24])=[O:23].I[CH:26]([CH3:28])[CH3:27].C(=O)([O-])[O-].[K+].[K+].O.O.C(O)(=O)C(O)=O, predict the reaction product. The product is: [CH:26]([N:13]([S:14]([C:17]1[S:18][CH:19]=[CH:20][CH:21]=1)(=[O:15])=[O:16])[C:11]1[CH:10]=[CH:9][CH:8]=[C:7]2[C:12]=1[NH:4][C:5]([C:22]([NH2:24])=[O:23])=[CH:6]2)([CH3:28])[CH3:27].